From a dataset of Catalyst prediction with 721,799 reactions and 888 catalyst types from USPTO. Predict which catalyst facilitates the given reaction. (1) Reactant: [N:1]1[CH:6]=[C:5]([C:7]([OH:9])=O)[CH:4]=[N:3][CH:2]=1.[C:10]([C:14]1[N:19]=[C:18]([N:20]2[CH2:25][CH2:24][N:23]([CH2:26][CH2:27][CH2:28][CH2:29][NH2:30])[CH2:22][CH2:21]2)[CH:17]=[C:16]([CH:31]2[CH2:34][CH2:33][CH2:32]2)[N:15]=1)([CH3:13])([CH3:12])[CH3:11].C(N(C(C)C)CC)(C)C.OC1C2N=NNC=2C=CC=1.Cl.C(N=C=NCCCN(C)C)C. Product: [C:10]([C:14]1[N:19]=[C:18]([N:20]2[CH2:21][CH2:22][N:23]([CH2:26][CH2:27][CH2:28][CH2:29][NH:30][C:7]([C:5]3[CH:4]=[N:3][CH:2]=[N:1][CH:6]=3)=[O:9])[CH2:24][CH2:25]2)[CH:17]=[C:16]([CH:31]2[CH2:34][CH2:33][CH2:32]2)[N:15]=1)([CH3:13])([CH3:11])[CH3:12]. The catalyst class is: 4. (2) Reactant: [OH:1][C:2]1[C:10]2[N:9]=[C:8]([CH3:11])[N:7]([CH3:12])[C:6]=2[CH:5]=[C:4]([C:13]([N:15]([CH3:17])[CH3:16])=[O:14])[CH:3]=1.[H-].[Na+].Cl[CH:21]1[C:30]2[C:25](=[CH:26][CH:27]=[CH:28][CH:29]=2)[O:24][CH2:23][CH2:22]1. Product: [O:24]1[C:25]2[C:30](=[CH:29][CH:28]=[CH:27][CH:26]=2)[CH:21]([O:1][C:2]2[C:10]3[N:9]=[C:8]([CH3:11])[N:7]([CH3:12])[C:6]=3[CH:5]=[C:4]([C:13]([N:15]([CH3:16])[CH3:17])=[O:14])[CH:3]=2)[CH2:22][CH2:23]1. The catalyst class is: 9. (3) Reactant: [H-].[Na+].[C:3]([N:10]1[CH2:15][CH2:14][CH2:13][CH:12]([OH:16])[CH2:11]1)([O:5][C:6]([CH3:9])([CH3:8])[CH3:7])=[O:4].[CH3:17][C:18]([C:20]1[CH:25]=[CH:24][C:23](F)=[C:22]([C:27]([F:30])([F:29])[F:28])[CH:21]=1)=[O:19].O. Product: [C:6]([O:5][C:3]([N:10]1[CH2:15][CH2:14][CH2:13][CH:12]([O:16][C:23]2[CH:24]=[CH:25][C:20]([C:18](=[O:19])[CH3:17])=[CH:21][C:22]=2[C:27]([F:28])([F:29])[F:30])[CH2:11]1)=[O:4])([CH3:9])([CH3:8])[CH3:7]. The catalyst class is: 633. (4) Reactant: [C@H:1]1([C:7]([OH:9])=[O:8])[CH2:6][CH2:5][CH:4]=[CH:3][CH2:2]1.[Br:10]N1C(=O)CCC1=O.[O-2].[Ca+2].O. Product: [Br:10][C@@H:4]1[C@@H:5]2[CH2:6][C@@H:1]([C:7](=[O:9])[O:8]2)[CH2:2][CH2:3]1. The catalyst class is: 13. (5) Reactant: [C:1]1([C:7]#[C:8][C:9]2[C:17]3[C:12](=[N:13][CH:14]=[C:15]([C:18]4[CH:23]=[C:22]([O:24][CH3:25])[C:21]([O:26][CH3:27])=[C:20]([O:28][CH3:29])[CH:19]=4)[N:16]=3)[NH:11][CH:10]=2)[CH:6]=[CH:5][CH:4]=[CH:3][CH:2]=1.O.C1(C)C=CC(S(O)(=O)=[O:38])=CC=1.CO.CC(C)=O. Product: [C:1]1([CH2:7][C:8]([C:9]2[C:17]3[C:12](=[N:13][CH:14]=[C:15]([C:18]4[CH:19]=[C:20]([O:28][CH3:29])[C:21]([O:26][CH3:27])=[C:22]([O:24][CH3:25])[CH:23]=4)[N:16]=3)[NH:11][CH:10]=2)=[O:38])[CH:2]=[CH:3][CH:4]=[CH:5][CH:6]=1. The catalyst class is: 13. (6) Reactant: [Cl:1][C:2]1[CH:7]=[CH:6][CH:5]=[C:4]([Cl:8])[C:3]=1[NH:9][C:10]1[NH:11][C:12]2[C:18]3[CH2:19][C:20]([CH3:23])([CH3:22])[O:21][C:17]=3[C:16]([C:24]([OH:26])=O)=[CH:15][C:13]=2[N:14]=1.F[B-](F)(F)F.N1(OC(N(C)C)=[N+](C)C)C2C=CC=CC=2N=N1.CN(C=O)C.[Br:54][C:55]1[CH:61]=[CH:60][C:58]([NH2:59])=[CH:57][CH:56]=1. Product: [Br:54][C:55]1[CH:61]=[CH:60][C:58]([NH:59][C:24]([C:16]2[C:17]3[O:21][C:20]([CH3:22])([CH3:23])[CH2:19][C:18]=3[C:12]3[NH:11][C:10]([NH:9][C:3]4[C:4]([Cl:8])=[CH:5][CH:6]=[CH:7][C:2]=4[Cl:1])=[N:14][C:13]=3[CH:15]=2)=[O:26])=[CH:57][CH:56]=1. The catalyst class is: 1. (7) Reactant: [F:1][C:2]1[CH:7]=[CH:6][C:5]([C:8]#[C:9][N:10]2[C:18]3[CH:17]=[CH:16][C:15]([C:19](O)=[O:20])=[CH:14][C:13]=3[C:12]3[CH2:22][N:23]([CH3:26])[CH2:24][CH2:25][C:11]2=3)=[CH:4][CH:3]=1.C[CH2:28][N:29]=C=NCCCN(C)C.Cl.CN.C1COCC1. Product: [F:1][C:2]1[CH:3]=[CH:4][C:5]([C:8]#[C:9][N:10]2[C:18]3[CH:17]=[CH:16][C:15]([C:19]([NH:29][CH3:28])=[O:20])=[CH:14][C:13]=3[C:12]3[CH2:22][N:23]([CH3:26])[CH2:24][CH2:25][C:11]2=3)=[CH:6][CH:7]=1. The catalyst class is: 3. (8) Reactant: [F:1][C:2]([F:21])([F:20])[C:3]([NH:5][C:6]1[CH:15]=[CH:14][C:13]2[C:12]([CH3:17])([CH3:16])[CH2:11][CH2:10][C:9]([CH3:19])([CH3:18])[C:8]=2[CH:7]=1)=[O:4].[OH-].[K+].I[CH2:25][CH2:26][CH2:27][CH2:28][CH3:29]. Product: [F:1][C:2]([F:20])([F:21])[C:3]([N:5]([CH2:25][CH2:26][CH2:27][CH2:28][CH3:29])[C:6]1[CH:15]=[CH:14][C:13]2[C:12]([CH3:16])([CH3:17])[CH2:11][CH2:10][C:9]([CH3:19])([CH3:18])[C:8]=2[CH:7]=1)=[O:4]. The catalyst class is: 58. (9) Reactant: [Cl:1][C:2]1[CH:10]=[C:9]2[C:5]([C:6]([CH2:12][C:13]([O:15][CH2:16][CH3:17])=[O:14])=[C:7]([CH3:11])[NH:8]2)=[CH:4][C:3]=1[O:18][CH3:19].[H-].[Na+].[Cl:22][C:23]1[CH:31]=[CH:30][C:26]([C:27](Cl)=[O:28])=[CH:25][CH:24]=1. Product: [CH2:16]([O:15][C:13](=[O:14])[CH2:12][C:6]1[C:5]2[C:9](=[CH:10][C:2]([Cl:1])=[C:3]([O:18][CH3:19])[CH:4]=2)[N:8]([C:27](=[O:28])[C:26]2[CH:30]=[CH:31][C:23]([Cl:22])=[CH:24][CH:25]=2)[C:7]=1[CH3:11])[CH3:17]. The catalyst class is: 9.